Dataset: Forward reaction prediction with 1.9M reactions from USPTO patents (1976-2016). Task: Predict the product of the given reaction. (1) Given the reactants FC1C=CC=C(C(F)(F)F)C=1CN1C2COC3(CCN(CC4C=CC=C(F)C=4)CC3)C=2C(=O)N(C[C@H](NC(=O)OC(C)(C)C)C2C=CC=CC=2)C1=O.[F:53][C:54]1[CH:92]=[CH:91][CH:90]=[C:89]([C:93]([F:96])([F:95])[F:94])[C:55]=1[CH2:56][N:57]1[C:62]2[CH2:63][CH2:64][C:65]3([CH2:70][CH2:69][NH:68][CH2:67][CH2:66]3)[C:61]=2[C:60](=[O:71])[N:59]([CH2:72][C@H:73]([NH:80][C:81](=[O:87])[O:82][C:83]([CH3:86])([CH3:85])[CH3:84])[C:74]2[CH:79]=[CH:78][CH:77]=[CH:76][CH:75]=2)[C:58]1=[O:88].[Cl:97][C:98]1[CH:99]=[C:100]([CH:103]=[CH:104][CH:105]=1)[CH2:101]Br, predict the reaction product. The product is: [Cl:97][C:98]1[CH:99]=[C:100]([CH:103]=[CH:104][CH:105]=1)[CH2:101][N:68]1[CH2:69][CH2:70][C:65]2([C:61]3[C:60](=[O:71])[N:59]([CH2:72][C@H:73]([NH:80][C:81](=[O:87])[O:82][C:83]([CH3:86])([CH3:85])[CH3:84])[C:74]4[CH:79]=[CH:78][CH:77]=[CH:76][CH:75]=4)[C:58](=[O:88])[N:57]([CH2:56][C:55]4[C:89]([C:93]([F:96])([F:94])[F:95])=[CH:90][CH:91]=[CH:92][C:54]=4[F:53])[C:62]=3[CH2:63][CH2:64]2)[CH2:66][CH2:67]1. (2) Given the reactants [O:1]1[C:5]2([CH2:10][CH2:9][NH:8][CH2:7][CH2:6]2)[O:4][CH2:3][CH2:2]1.FC(F)(F)S([O-])(=O)=O.[N:19]1([S:24](N2C=C[NH+](C)C2)(=[O:26])=[O:25])[CH:23]=[CH:22][N:21]=[CH:20]1, predict the reaction product. The product is: [N:19]1([S:24]([N:8]2[CH2:9][CH2:10][C:5]3([O:4][CH2:3][CH2:2][O:1]3)[CH2:6][CH2:7]2)(=[O:26])=[O:25])[CH:23]=[CH:22][N:21]=[CH:20]1.